Predict which catalyst facilitates the given reaction. From a dataset of Catalyst prediction with 721,799 reactions and 888 catalyst types from USPTO. (1) Product: [OH:37][C:31]1([CH2:30][O:29][C:25]2[CH:26]=[C:27]([CH3:28])[C:22]([C:18]3[CH:19]=[CH:20][CH:21]=[C:16]([CH2:15][O:14][C:13]4[CH:12]=[CH:11][C:10]([CH2:9][N:8]5[C:5](=[O:6])[N-:4][C:2](=[O:3])[O:7]5)=[CH:40][CH:39]=4)[CH:17]=3)=[C:23]([CH3:38])[CH:24]=2)[CH2:32][CH2:33][S:34][CH2:35][CH2:36]1.[Na+:44]. The catalyst class is: 799. Reactant: Cl[C:2]([N:4]=[C:5]=[O:6])=[O:3].[OH:7][NH:8][CH2:9][C:10]1[CH:40]=[CH:39][C:13]([O:14][CH2:15][C:16]2[CH:17]=[C:18]([C:22]3[C:27]([CH3:28])=[CH:26][C:25]([O:29][CH2:30][C:31]4([OH:37])[CH2:36][CH2:35][S:34][CH2:33][CH2:32]4)=[CH:24][C:23]=3[CH3:38])[CH:19]=[CH:20][CH:21]=2)=[CH:12][CH:11]=1.Cl.C[O-].[Na+:44]. (2) Reactant: [CH:1]1([N:6]2[C:14]3[CH:13]=[CH:12][N:11]=[C:10]([O:15][CH3:16])[C:9]=3[C:8]([C:17]3[CH:22]=[CH:21][C:20]([S:23]([NH2:26])(=[O:25])=[O:24])=[CH:19][CH:18]=3)=[N:7]2)[CH2:5][CH2:4][CH2:3][CH2:2]1.[H-].[Na+].I[CH3:30]. Product: [CH:1]1([N:6]2[C:14]3[CH:13]=[CH:12][N:11]=[C:10]([O:15][CH3:16])[C:9]=3[C:8]([C:17]3[CH:22]=[CH:21][C:20]([S:23]([NH:26][CH3:30])(=[O:24])=[O:25])=[CH:19][CH:18]=3)=[N:7]2)[CH2:2][CH2:3][CH2:4][CH2:5]1. The catalyst class is: 3. (3) Reactant: [OH:1]OS([O-])=O.[K+].[Cl:7][C:8]1[N:13]=[N:12][C:11]([S:14][CH3:15])=[C:10]([N:16]2[CH2:21][CH2:20][O:19][CH2:18][CH2:17]2)[CH:9]=1.[OH2:22]. Product: [Cl:7][C:8]1[N:13]=[N:12][C:11]([S:14]([CH3:15])(=[O:1])=[O:22])=[C:10]([N:16]2[CH2:17][CH2:18][O:19][CH2:20][CH2:21]2)[CH:9]=1. The catalyst class is: 1. (4) Product: [C:2]1([CH2:1][O:8][C:9]2[CH:10]=[C:11]3[C:15](=[CH:16][CH:17]=2)[NH:14][CH:13]=[C:12]3/[CH:18]=[CH:21]/[C:20]([C:23]2[CH:28]=[CH:27][N:26]=[CH:25][CH:24]=2)=[O:22])[CH:3]=[CH:4][CH:5]=[CH:6][CH:7]=1. Reactant: [CH2:1]([O:8][C:9]1[CH:10]=[C:11]2[C:15](=[CH:16][CH:17]=1)[NH:14][CH:13]=[C:12]2[CH:18]=O)[C:2]1[CH:7]=[CH:6][CH:5]=[CH:4][CH:3]=1.[C:20]([C:23]1[CH:28]=[CH:27][N:26]=[CH:25][CH:24]=1)(=[O:22])[CH3:21].N1CCCCC1.C(OCC)(=O)C. The catalyst class is: 5.